Dataset: Full USPTO retrosynthesis dataset with 1.9M reactions from patents (1976-2016). Task: Predict the reactants needed to synthesize the given product. (1) Given the product [CH3:27][C:8]1([CH3:28])[C:7]2[C:12](=[CH:13][CH:14]=[C:5]([C:3]([OH:4])=[O:2])[CH:6]=2)[NH:11][CH:10]([C:15]2[CH:20]=[CH:19][CH:18]=[C:17]([N:21]3[CH2:26][CH2:25][O:24][CH2:23][CH2:22]3)[CH:16]=2)[CH2:9]1, predict the reactants needed to synthesize it. The reactants are: C[O:2][C:3]([C:5]1[CH:6]=[C:7]2[C:12](=[CH:13][CH:14]=1)[NH:11][CH:10]([C:15]1[CH:20]=[CH:19][CH:18]=[C:17]([N:21]3[CH2:26][CH2:25][O:24][CH2:23][CH2:22]3)[CH:16]=1)[CH2:9][C:8]2([CH3:28])[CH3:27])=[O:4].[OH-].[Na+].Cl. (2) Given the product [C:11]1([C:20]2[CH:21]=[CH:22][CH:23]=[CH:24][CH:25]=2)[CH:16]=[CH:15][CH:14]=[C:13]([C:2]2[CH:10]=[CH:9][CH:8]=[C:7]3[C:3]=2[CH:4]=[CH:5][NH:6]3)[CH:12]=1, predict the reactants needed to synthesize it. The reactants are: Br[C:2]1[CH:10]=[CH:9][CH:8]=[C:7]2[C:3]=1[CH:4]=[CH:5][NH:6]2.[C:11]1([C:20]2[CH:25]=[CH:24][CH:23]=[CH:22][CH:21]=2)[CH:16]=[CH:15][CH:14]=[C:13](B(O)O)[CH:12]=1.[OH-].[Na+]. (3) The reactants are: [NH:1]1[C:5]2[CH:6]=[CH:7][CH:8]=[CH:9][C:4]=2[N:3]=[C:2]1[C@@H:10]1[CH2:14][CH2:13][CH2:12][N:11]1[C:15]([C@H:17]([CH2:22][CH2:23][CH2:24][CH3:25])[CH2:18][C:19]([OH:21])=O)=[O:16].[NH3:26]. Given the product [NH:3]1[C:4]2[CH:9]=[CH:8][CH:7]=[CH:6][C:5]=2[N:1]=[C:2]1[C@@H:10]1[CH2:14][CH2:13][CH2:12][N:11]1[C:15]([C@H:17]([CH2:22][CH2:23][CH2:24][CH3:25])[CH2:18][C:19]([NH2:26])=[O:21])=[O:16], predict the reactants needed to synthesize it. (4) Given the product [OH:18][C:16]1[C:10]([C:3]2[C:2]([F:1])=[CH:7][C:6]([F:8])=[CH:5][C:4]=2[F:9])=[C:11]([OH:12])[N:30]2[N:31]=[CH:32][N:33]=[C:29]2[N:28]=1, predict the reactants needed to synthesize it. The reactants are: [F:1][C:2]1[CH:7]=[C:6]([F:8])[CH:5]=[C:4]([F:9])[C:3]=1[CH:10]([C:16]([O:18]CC)=O)[C:11](OCC)=[O:12].C(N(CC)CC)C.[NH2:28][C:29]1[N:33]=[CH:32][NH:31][N:30]=1.[OH-].[Na+]. (5) Given the product [NH2:27][C:26]1[NH:31][N:30]=[C:24]([NH:23][C:4]2[CH:5]=[C:6]([C:19]([F:21])([F:20])[F:22])[C:7]([C:8]3[CH:18]=[CH:17][C:11]4[O:12][CH2:13][C:14](=[O:16])[NH:15][C:10]=4[CH:9]=3)=[C:2]([Cl:1])[CH:3]=2)[N:25]=1, predict the reactants needed to synthesize it. The reactants are: [Cl:1][C:2]1[CH:3]=[C:4]([NH:23][CH:24](SC)[NH:25][C:26]#[N:27])[CH:5]=[C:6]([C:19]([F:22])([F:21])[F:20])[C:7]=1[C:8]1[CH:18]=[CH:17][C:11]2[O:12][CH2:13][C:14](=[O:16])[NH:15][C:10]=2[CH:9]=1.[NH2:30][NH2:31].